Dataset: Full USPTO retrosynthesis dataset with 1.9M reactions from patents (1976-2016). Task: Predict the reactants needed to synthesize the given product. (1) The reactants are: [CH3:1][O:2][C:3]1[CH:8]=[C:7]([O:9][CH3:10])[CH:6]=[CH:5][C:4]=1[CH2:11][CH2:12][CH2:13][CH2:14][O:15][S:16]([CH3:19])(=[O:18])=[O:17].[N-:20]=[N+:21]=[N-:22].[Na+]. Given the product [CH3:1][O:2][C:3]1[CH:8]=[C:7]([O:9][CH3:10])[CH:6]=[CH:5][C:4]=1[CH2:11][CH2:12][CH2:13][CH2:14][N:20]=[N+:21]=[N-:22].[CH3:1][O:2][C:3]1[CH:8]=[C:7]([O:9][CH3:10])[CH:6]=[CH:5][C:4]=1[CH2:11][CH2:12][CH2:13][CH2:14][O:15][S:16]([CH3:19])(=[O:18])=[O:17], predict the reactants needed to synthesize it. (2) The reactants are: [Cl:1][C:2]1[CH:3]=[C:4]([CH:6]=[C:7]([Cl:9])[CH:8]=1)[NH2:5].C(N(CC)CC)C.[N+:17]([C:20]1[CH:21]=[C:22]([CH:26]=[CH:27][CH:28]=1)[C:23](Cl)=[O:24])([O-:19])=[O:18].C(=O)(O)[O-].[Na+]. Given the product [N+:17]([C:20]1[CH:21]=[C:22]([CH:26]=[CH:27][CH:28]=1)[C:23]([NH:5][C:4]1[CH:3]=[C:2]([Cl:1])[CH:8]=[C:7]([Cl:9])[CH:6]=1)=[O:24])([O-:19])=[O:18], predict the reactants needed to synthesize it. (3) Given the product [F:1][C:2]1[CH:3]=[C:4]([C:9]2[C:13]([CH2:14][OH:15])=[C:12](/[CH:17]=[CH:18]/[C:19]3[CH:20]=[CH:21][CH:22]=[CH:23][CH:24]=3)[O:11][N:10]=2)[CH:5]=[CH:6][C:7]=1[F:8], predict the reactants needed to synthesize it. The reactants are: [F:1][C:2]1[CH:3]=[C:4]([C:9]2[C:13]([C:14](O)=[O:15])=[C:12](/[CH:17]=[CH:18]/[C:19]3[CH:24]=[CH:23][CH:22]=[CH:21][CH:20]=3)[O:11][N:10]=2)[CH:5]=[CH:6][C:7]=1[F:8].C(N(CC)CC)C.ClC(OCC)=O.[BH4-].[Na+].[OH-].[Na+]. (4) Given the product [CH3:1][C:2]1[CH:3]=[C:4]([CH:19]=[C:20]([CH3:31])[C:21]=1[N:22]1[CH:26]=[C:25]([C:27]([F:28])([F:29])[F:30])[CH:24]=[N:23]1)[O:5][CH:6]([C:10]1[CH:11]=[CH:12][C:13]([C:14]([NH:33][CH2:34][CH2:35][C:36]([O:38][CH2:39][CH3:40])=[O:37])=[O:16])=[CH:17][CH:18]=1)[CH2:7][CH2:8][CH3:9], predict the reactants needed to synthesize it. The reactants are: [CH3:1][C:2]1[CH:3]=[C:4]([CH:19]=[C:20]([CH3:31])[C:21]=1[N:22]1[CH:26]=[C:25]([C:27]([F:30])([F:29])[F:28])[CH:24]=[N:23]1)[O:5][CH:6]([C:10]1[CH:18]=[CH:17][C:13]([C:14]([OH:16])=O)=[CH:12][CH:11]=1)[CH2:7][CH2:8][CH3:9].Cl.[NH2:33][CH2:34][CH2:35][C:36]([O:38][CH2:39][CH3:40])=[O:37].F[P-](F)(F)(F)(F)F.N1(OC(N(C)C)=[N+](C)C)C2N=CC=CC=2N=N1.C(N(C(C)C)CC)(C)C. (5) Given the product [Cl:34][C:19]1[C:20]([NH:22][C@@H:23]2[CH2:28][CH2:27][CH2:26][CH2:25][C@H:24]2[NH:29][S:30]([CH3:33])(=[O:32])=[O:31])=[N:21][C:16]([NH:13][C:9]2[C:4]3[O:5][CH2:6][CH2:7][CH2:8][C:2]([CH3:14])([CH3:1])[C:3]=3[CH:12]=[CH:11][CH:10]=2)=[N:17][CH:18]=1, predict the reactants needed to synthesize it. The reactants are: [CH3:1][C:2]1([CH3:14])[CH2:8][CH2:7][CH2:6][O:5][C:4]2[C:9]([NH2:13])=[CH:10][CH:11]=[CH:12][C:3]1=2.Cl[C:16]1[N:21]=[C:20]([NH:22][C@@H:23]2[CH2:28][CH2:27][CH2:26][CH2:25][C@H:24]2[NH:29][S:30]([CH3:33])(=[O:32])=[O:31])[C:19]([Cl:34])=[CH:18][N:17]=1.